Dataset: Forward reaction prediction with 1.9M reactions from USPTO patents (1976-2016). Task: Predict the product of the given reaction. (1) The product is: [CH2:1]([O:5][C:6]([C:8]1[N:9]=[C:10]([C:30]#[N:31])[C:11]2[C:16]([C:17]=1[OH:18])=[CH:15][C:14]([O:19][C:20]1[CH:21]=[CH:22][C:23]3[O:27][CH2:26][CH2:25][C:24]=3[CH:28]=1)=[CH:13][CH:12]=2)=[O:7])[CH2:2][CH2:3][CH3:4]. Given the reactants [CH2:1]([O:5][C:6]([C:8]1[N:9]=[C:10](Br)[C:11]2[C:16]([C:17]=1[OH:18])=[CH:15][C:14]([O:19][C:20]1[CH:21]=[CH:22][C:23]3[O:27][CH2:26][CH2:25][C:24]=3[CH:28]=1)=[CH:13][CH:12]=2)=[O:7])[CH2:2][CH2:3][CH3:4].[C:30]([Cu])#[N:31], predict the reaction product. (2) Given the reactants [NH2:1][C:2]1[CH:7]=[C:6]([O:8][CH2:9][CH3:10])[CH:5]=[CH:4][C:3]=1[NH:11][C:12]([C:14]1[C:18]([N+:19]([O-:21])=[O:20])=[CH:17][NH:16][N:15]=1)=O.[N+](C1C(N2C3C=CC=CC=3N=C2)=NNC=1)([O-])=O, predict the reaction product. The product is: [CH2:9]([O:8][C:6]1[CH:5]=[CH:4][C:3]2[NH:11][C:12]([C:14]3[C:18]([N+:19]([O-:21])=[O:20])=[CH:17][NH:16][N:15]=3)=[N:1][C:2]=2[CH:7]=1)[CH3:10]. (3) Given the reactants N[C:2]1[CH:3]=[CH:4][C:5]([Cl:12])=[C:6]([CH:11]=1)[C:7]([O:9][CH3:10])=[O:8].[N:13]([O-])=O.[Na+].[S:17](=[O:19])=[O:18], predict the reaction product. The product is: [NH2:13][S:17]([C:2]1[CH:3]=[CH:4][C:5]([Cl:12])=[C:6]([CH:11]=1)[C:7]([O:9][CH3:10])=[O:8])(=[O:19])=[O:18].